From a dataset of Forward reaction prediction with 1.9M reactions from USPTO patents (1976-2016). Predict the product of the given reaction. (1) Given the reactants C(O[C:4]([C:6]1[CH:11]=[C:10]([C:12]2[CH:13]=[N:14][CH:15]=[C:16]([F:18])[CH:17]=2)[CH:9]=[C:8]([CH3:19])[N:7]=1)=[O:5])C.[Cl:20][C:21]1[CH:22]=[C:23]([CH:25]=[CH:26][CH:27]=1)[NH2:24], predict the reaction product. The product is: [Cl:20][C:21]1[CH:22]=[C:23]([NH:24][C:4]([C:6]2[CH:11]=[C:10]([C:12]3[CH:13]=[N:14][CH:15]=[C:16]([F:18])[CH:17]=3)[CH:9]=[C:8]([CH3:19])[N:7]=2)=[O:5])[CH:25]=[CH:26][CH:27]=1. (2) Given the reactants CS(C)=O.C(Cl)(=O)C(Cl)=O.[Br:11][C:12]1[CH:17]=[CH:16][C:15]([C@H:18]2[CH2:20][C@@H:19]2[CH2:21][OH:22])=[CH:14][CH:13]=1.C(N(CC)CC)C, predict the reaction product. The product is: [Br:11][C:12]1[CH:13]=[CH:14][C:15]([C@H:18]2[CH2:20][C@@H:19]2[CH:21]=[O:22])=[CH:16][CH:17]=1.